This data is from Retrosynthesis with 50K atom-mapped reactions and 10 reaction types from USPTO. The task is: Predict the reactants needed to synthesize the given product. (1) Given the product C[C@H](CC(=O)OC(C)(C)C)Oc1ccccc1-c1ccc(C(=O)O)c(F)c1, predict the reactants needed to synthesize it. The reactants are: C[C@H](CC(=O)OC(C)(C)C)Oc1ccccc1-c1ccc(C(=O)OCc2ccccc2)c(F)c1. (2) Given the product OCC1(c2ccc(Cl)cc2)CC1, predict the reactants needed to synthesize it. The reactants are: O=C(O)C1(c2ccc(Cl)cc2)CC1. (3) Given the product CCOC(=O)C1CCOc2cc(Oc3ccc(C(=O)NCCc4ccc(Cl)cc4)cc3C)c(Cl)cc21, predict the reactants needed to synthesize it. The reactants are: CCOC(=O)C1CCOc2cc(O)c(Cl)cc21.Cc1cc(C(=O)NCCc2ccc(Cl)cc2)ccc1Br. (4) Given the product COc1c(Cl)ccc(C#N)c1F, predict the reactants needed to synthesize it. The reactants are: COc1c(Cl)ccc(Br)c1F.N#C[Cu]. (5) Given the product c1ccc(N2CCN(c3nc4c(c(NC5CCCCC5)n3)SCC4)CC2)cc1, predict the reactants needed to synthesize it. The reactants are: Clc1nc(N2CCN(c3ccccc3)CC2)nc2c1SCC2.NC1CCCCC1. (6) Given the product CCOC(=O)C[C@H](O)/C=C/c1c(-c2ccc(F)cc2)c2ccccc2n1C(C)C, predict the reactants needed to synthesize it. The reactants are: CCOC(=O)CC(=O)/C=C/c1c(-c2ccc(F)cc2)c2ccccc2n1C(C)C.